This data is from Full USPTO retrosynthesis dataset with 1.9M reactions from patents (1976-2016). The task is: Predict the reactants needed to synthesize the given product. (1) The reactants are: Cl[C:2]1[CH:3]=[C:4]([C:12]([F:15])([F:14])[F:13])[C:5]2[N:6]([C:8]([NH2:11])=[N:9][N:10]=2)[N:7]=1.[O-:16][CH2:17][CH3:18].[Na+].O.[CH2:21]([OH:23])[CH3:22]. Given the product [CH2:17]([O:16][C:2]1[CH:3]=[C:4]([C:12]([F:15])([F:14])[F:13])[C:5]2[N:6]([C:8]([NH2:11])=[N:9][N:10]=2)[N:7]=1)[CH3:18].[CH2:17]([O:16][C:2]1[CH:3]=[C:4]([C:12]([O:23][CH2:21][CH3:22])([F:15])[F:13])[C:5]2[N:6]([C:8]([NH2:11])=[N:9][N:10]=2)[N:7]=1)[CH3:18], predict the reactants needed to synthesize it. (2) Given the product [C:37]([O:41][N:42]=[C:1]([C:2]1[CH:7]=[CH:6][CH:5]=[CH:4][CH:3]=1)[C:9]1[CH:36]=[CH:35][C:12]2[N:13]([CH2:17][CH2:18][O:19][C:20]3[CH:21]=[CH:22][C:23]([CH2:26][CH:27]([O:32][CH2:33][CH3:34])[C:28]([O:30][CH3:31])=[O:29])=[CH:24][CH:25]=3)[C:14](=[O:16])[S:15][C:11]=2[CH:10]=1)([CH3:40])([CH3:39])[CH3:38], predict the reactants needed to synthesize it. The reactants are: [C:1]([C:9]1[CH:36]=[CH:35][C:12]2[N:13]([CH2:17][CH2:18][O:19][C:20]3[CH:25]=[CH:24][C:23]([CH2:26][CH:27]([O:32][CH2:33][CH3:34])[C:28]([O:30][CH3:31])=[O:29])=[CH:22][CH:21]=3)[C:14](=[O:16])[S:15][C:11]=2[CH:10]=1)(=O)[C:2]1[CH:7]=[CH:6][CH:5]=[CH:4][CH:3]=1.[C:37]([O:41][NH2:42])([CH3:40])([CH3:39])[CH3:38]. (3) Given the product [Cl:1][C:2]1[CH:3]=[C:4]([C@@H:12]([CH2:26][CH:27]2[CH2:31][CH2:30][CH2:29][CH2:28]2)[C:13]([NH:15][C:16]2[CH:20]=[CH:19][N:18]([CH2:21][CH2:22][C:23](=[O:25])[NH:46][CH2:47][CH2:48][N:49]3[CH2:54][CH2:53][O:52][CH2:51][CH2:50]3)[N:17]=2)=[O:14])[CH:5]=[CH:6][C:7]=1[S:8]([CH3:11])(=[O:10])=[O:9], predict the reactants needed to synthesize it. The reactants are: [Cl:1][C:2]1[CH:3]=[C:4]([C@@H:12]([CH2:26][CH:27]2[CH2:31][CH2:30][CH2:29][CH2:28]2)[C:13]([NH:15][C:16]2[CH:20]=[CH:19][N:18]([CH2:21][CH2:22][C:23]([OH:25])=O)[N:17]=2)=[O:14])[CH:5]=[CH:6][C:7]=1[S:8]([CH3:11])(=[O:10])=[O:9].C(Cl)(=O)C(Cl)=O.N1C(C)=CC=CC=1C.[NH2:46][CH2:47][CH2:48][N:49]1[CH2:54][CH2:53][O:52][CH2:51][CH2:50]1. (4) The reactants are: [F:1][C:2]([F:7])([F:6])[C:3]([OH:5])=[O:4].FC(F)(F)C(O)=O.[Cl:15][C:16]1[CH:17]=[N:18][C:19]2[NH:20][C:21]3[CH:22]=[CH:23][CH:24]=[C:25]([CH:46]=3)[CH2:26][CH2:27][C:28]3[CH:36]=[C:32]([NH:33][C:34]=1[N:35]=2)[CH:31]=[CH:30][C:29]=3[NH:37][C:38]([CH:40]1[CH2:45][CH2:44][NH:43][CH2:42][CH2:41]1)=[O:39].[CH3:47][C:48]1[C:52]([C:53](Cl)=[O:54])=[C:51]([CH3:56])[O:50][N:49]=1. Given the product [F:1][C:2]([F:7])([F:6])[C:3]([OH:5])=[O:4].[Cl:15][C:16]1[CH:17]=[N:18][C:19]2[NH:20][C:21]3[CH:22]=[CH:23][CH:24]=[C:25]([CH:46]=3)[CH2:26][CH2:27][C:28]3[CH:36]=[C:32]([NH:33][C:34]=1[N:35]=2)[CH:31]=[CH:30][C:29]=3[NH:37][C:38]([CH:40]1[CH2:45][CH2:44][N:43]([C:53]([C:52]2[C:48]([CH3:47])=[N:49][O:50][C:51]=2[CH3:56])=[O:54])[CH2:42][CH2:41]1)=[O:39], predict the reactants needed to synthesize it. (5) Given the product [CH3:14][N:6]([CH2:5][C:4]1[CH:15]=[CH:16][CH:17]=[C:2]([B:18]2[O:22][C:21]([CH3:24])([CH3:23])[C:20]([CH3:26])([CH3:25])[O:19]2)[CH:3]=1)[C:7](=[O:13])[O:8][C:9]([CH3:12])([CH3:11])[CH3:10], predict the reactants needed to synthesize it. The reactants are: Br[C:2]1[CH:3]=[C:4]([CH:15]=[CH:16][CH:17]=1)[CH2:5][N:6]([CH3:14])[C:7](=[O:13])[O:8][C:9]([CH3:12])([CH3:11])[CH3:10].[B:18]1([B:18]2[O:22][C:21]([CH3:24])([CH3:23])[C:20]([CH3:26])([CH3:25])[O:19]2)[O:22][C:21]([CH3:24])([CH3:23])[C:20]([CH3:26])([CH3:25])[O:19]1.C([O-])(=O)C.[K+].C(Cl)Cl. (6) The reactants are: [CH:1]([C@H:4]1[CH2:8][O:7][C:6](=[O:9])[N:5]1[C:10]1[CH:15]=[CH:14][N:13]=[C:12]([NH:16][CH:17]([C:19]2[CH:24]=[CH:23][C:22]([N:25]3[CH2:30][CH2:29][CH2:28][CH2:27][CH2:26]3)=[CH:21][CH:20]=2)[CH3:18])[N:11]=1)([CH3:3])[CH3:2].CO.N(CC)CC. Given the product [CH:1]([C@H:4]1[CH2:8][O:7][C:6](=[O:9])[N:5]1[C:10]1[CH:15]=[CH:14][N:13]=[C:12]([NH:16][C@@H:17]([C:19]2[CH:20]=[CH:21][C:22]([N:25]3[CH2:30][CH2:29][CH2:28][CH2:27][CH2:26]3)=[CH:23][CH:24]=2)[CH3:18])[N:11]=1)([CH3:2])[CH3:3].[CH:1]([C@H:4]1[CH2:8][O:7][C:6](=[O:9])[N:5]1[C:10]1[CH:15]=[CH:14][N:13]=[C:12]([NH:16][C@H:17]([C:19]2[CH:20]=[CH:21][C:22]([N:25]3[CH2:30][CH2:29][CH2:28][CH2:27][CH2:26]3)=[CH:23][CH:24]=2)[CH3:18])[N:11]=1)([CH3:2])[CH3:3], predict the reactants needed to synthesize it. (7) The reactants are: [Cl:1][CH:2]1[CH:13]([CH3:14])[CH:12]2[CH:4]([C@@:5]3([CH:42]=[O:43])[CH2:26][C@H:9]4[C@@:10]([CH2:15]OCC5C=CC(OC)=CC=5)([CH2:11]2)[C@:6]3([C:30]([O:32]CC2C=CC(OC)=CC=2)=[O:31])[C:7]([CH:27]([CH3:29])[CH3:28])=[CH:8]4)[CH2:3]1.[CH3:44][OH:45]. Given the product [OH:45][CH2:44][CH2:15][C@@:10]12[C@@H:9]3[CH2:26][C@@:5]([CH:42]=[O:43])([C@:6]1([C:30]([OH:32])=[O:31])[C:7]([CH:27]([CH3:29])[CH3:28])=[CH:8]3)[CH:4]1[CH:12]([CH:13]([CH3:14])[CH:2]([Cl:1])[CH2:3]1)[CH2:11]2, predict the reactants needed to synthesize it.